The task is: Predict the reaction yield, written as a fraction of the theoretical maximum amount of product (1.0 means a 100% yield; for example, 0.34 means a 34% yield).. This data is from Reaction yield outcomes from USPTO patents with 853,638 reactions. (1) The reactants are [CH3:1][O:2][C:3](=[O:55])[CH2:4][NH:5][C:6](=[O:54])[C@H:7]([NH:11][C:12](=[O:53])[C@H:13]([NH:35][C:36]([O:38][CH2:39][CH:40]1[C:52]2[CH:51]=[CH:50][CH:49]=[CH:48][C:47]=2[C:46]2[C:41]1=[CH:42][CH:43]=[CH:44][CH:45]=2)=[O:37])[CH2:14][S:15][C:16]([C:29]1[CH:34]=[CH:33][CH:32]=[CH:31][CH:30]=1)([C:23]1[CH:28]=[CH:27][CH:26]=[CH:25][CH:24]=1)[C:17]1[CH:22]=[CH:21][CH:20]=[CH:19][CH:18]=1)[CH:8]([CH3:10])C.C(NCC)C.C1CN([P+](ON2N=NC3C=CC=CC2=3)(N2CCCC2)N2CCCC2)CC1.F[P-](F)(F)(F)(F)F.N(C(OCC1C2C(=CC=CC=2)C2C1=CC=CC=2)=O)CC(O)=O.C(N(C(C)C)CC)(C)C. The catalyst is CC#N.C(Cl)Cl.C(Cl)Cl.CC#N. The product is [CH:42]1[C:41]2[CH:40]([CH2:39][O:38][C:36](=[O:37])[NH:35][CH2:13][CH3:12])[C:52]3[C:47](=[CH:48][CH:49]=[CH:50][CH:51]=3)[C:46]=2[CH:45]=[CH:44][CH:43]=1.[CH3:1][O:2][C:3](=[O:55])[CH2:4][NH:5][C:6]([C:7]1([NH:11][C:12](=[O:53])[C@H:13]([NH:35][CH:36]=[O:38])[CH2:14][S:15][C:16]([C:17]2[CH:18]=[CH:19][CH:20]=[CH:21][CH:22]=2)([C:29]2[CH:34]=[CH:33][CH:32]=[CH:31][CH:30]=2)[C:23]2[CH:24]=[CH:25][CH:26]=[CH:27][CH:28]=2)[CH2:8][CH2:10]1)=[O:54]. The yield is 0.680. (2) The product is [Cl:33][C:27]1[CH:28]=[C:29]([Cl:32])[CH:30]=[CH:31][C:26]=1[N:14]1[C:15]([C:19]2[CH:20]=[CH:21][C:22]([O:25][S:47]([CH2:46][CH2:45][C:44]([F:52])([F:51])[F:43])(=[O:49])=[O:48])=[CH:23][CH:24]=2)=[C:16]([CH2:17][OH:18])[C:12]([C:10](=[O:11])[NH:9][C:6]2[CH:5]=[CH:4][C:3]([C:2]([F:1])([F:34])[F:35])=[CH:8][N:7]=2)=[N:13]1. The reactants are [F:1][C:2]([F:35])([F:34])[C:3]1[CH:4]=[CH:5][C:6]([NH:9][C:10]([C:12]2[C:16]([CH2:17][OH:18])=[C:15]([C:19]3[CH:24]=[CH:23][C:22]([OH:25])=[CH:21][CH:20]=3)[N:14]([C:26]3[CH:31]=[CH:30][C:29]([Cl:32])=[CH:28][C:27]=3[Cl:33])[N:13]=2)=[O:11])=[N:7][CH:8]=1.C(N(CC)CC)C.[F:43][C:44]([F:52])([F:51])[CH2:45][CH2:46][S:47](Cl)(=[O:49])=[O:48].O. The catalyst is ClCCl. The yield is 0.610.